Dataset: Catalyst prediction with 721,799 reactions and 888 catalyst types from USPTO. Task: Predict which catalyst facilitates the given reaction. (1) Reactant: C(Cl)Cl.[CH:4]12[CH2:9][CH:8]1[CH2:7][N:6]([C:10]1[N:15]=[C:14]([NH:16][CH2:17][C:18]3[CH:23]=[CH:22][C:21]([O:24][CH3:25])=[C:20]([F:26])[CH:19]=3)[C:13]([C:27]([OH:29])=O)=[CH:12][N:11]=1)[CH2:5]2.[OH:30][C@H:31]1[CH2:36][CH2:35][C@H:34]([NH2:37])[CH2:33][CH2:32]1.CN(C(ON1N=NC2C=CC=NC1=2)=[N+](C)C)C.F[P-](F)(F)(F)(F)F. Product: [CH:4]12[CH2:9][CH:8]1[CH2:7][N:6]([C:10]1[N:15]=[C:14]([NH:16][CH2:17][C:18]3[CH:23]=[CH:22][C:21]([O:24][CH3:25])=[C:20]([F:26])[CH:19]=3)[C:13]([C:27]([NH:37][C@H:34]3[CH2:35][CH2:36][C@H:31]([OH:30])[CH2:32][CH2:33]3)=[O:29])=[CH:12][N:11]=1)[CH2:5]2. The catalyst class is: 1. (2) Reactant: F[C:2]([CH3:9])([CH3:8])[C:3](=O)[CH2:4][C:5]#[N:6].Cl.[C:11]1([CH3:19])[CH:16]=[CH:15][C:14]([NH:17][NH2:18])=[CH:13][CH:12]=1. Product: [CH2:8]=[C:2]([C:3]1[CH:4]=[C:5]([NH2:6])[N:17]([C:14]2[CH:15]=[CH:16][C:11]([CH3:19])=[CH:12][CH:13]=2)[N:18]=1)[CH3:9]. The catalyst class is: 14.